Dataset: Forward reaction prediction with 1.9M reactions from USPTO patents (1976-2016). Task: Predict the product of the given reaction. Given the reactants Br[C:2]1[N:6]([CH3:7])[C:5]([CH3:8])=[N:4][CH:3]=1.[CH2:9]([Sn:13]([CH2:19][CH2:20][CH2:21][CH3:22])([CH2:15][CH2:16][CH2:17][CH3:18])Cl)[CH2:10][CH2:11][CH3:12], predict the reaction product. The product is: [CH3:7][N:6]1[C:2]([Sn:13]([CH2:15][CH2:16][CH2:17][CH3:18])([CH2:19][CH2:20][CH2:21][CH3:22])[CH2:9][CH2:10][CH2:11][CH3:12])=[CH:3][N:4]=[C:5]1[CH3:8].